From a dataset of NCI-60 drug combinations with 297,098 pairs across 59 cell lines. Regression. Given two drug SMILES strings and cell line genomic features, predict the synergy score measuring deviation from expected non-interaction effect. Drug 1: C1CN1P(=S)(N2CC2)N3CC3. Synergy scores: CSS=-0.883, Synergy_ZIP=2.83, Synergy_Bliss=1.58, Synergy_Loewe=-26.6, Synergy_HSA=-4.59. Drug 2: CCN(CC)CCCC(C)NC1=C2C=C(C=CC2=NC3=C1C=CC(=C3)Cl)OC. Cell line: NCI-H226.